This data is from Catalyst prediction with 721,799 reactions and 888 catalyst types from USPTO. The task is: Predict which catalyst facilitates the given reaction. (1) Reactant: [CH3:1][O:2][C:3]([C:5]1[CH:6]=[CH:7][CH:8]=[C:9]2[O:13][C:12]([NH:14][CH:15]3[CH2:20][CH2:19][NH:18][CH2:17][CH2:16]3)=[N:11][C:10]=12)=[O:4].[CH2:21]([O:23][C:24]1[CH:25]=[C:26]([CH:29]=[C:30]([O:33][CH2:34][CH3:35])[C:31]=1[F:32])[CH:27]=O)[CH3:22].C([BH3-])#N.[Na+].C(N(C(C)C)C(C)C)C. Product: [CH3:1][O:2][C:3]([C:5]1[CH:6]=[CH:7][CH:8]=[C:9]2[O:13][C:12]([NH:14][CH:15]3[CH2:20][CH2:19][N:18]([CH2:27][C:26]4[CH:29]=[C:30]([O:33][CH2:34][CH3:35])[C:31]([F:32])=[C:24]([O:23][CH2:21][CH3:22])[CH:25]=4)[CH2:17][CH2:16]3)=[N:11][C:10]=12)=[O:4]. The catalyst class is: 212. (2) Product: [CH3:15][S:16]([O:4][CH2:3][C@H:2]([CH3:1])[CH2:5][CH2:6][O:7][S:16]([CH3:15])(=[O:18])=[O:17])(=[O:18])=[O:17]. The catalyst class is: 4. Reactant: [CH3:1][C@H:2]([CH2:5][CH2:6][OH:7])[CH2:3][OH:4].C(N(CC)CC)C.[CH3:15][S:16](Cl)(=[O:18])=[O:17].Cl. (3) Reactant: I[C:2]1[CH:3]=[C:4]([CH2:8][C@H:9]([NH:22][C:23](=[O:29])[O:24][C:25]([CH3:28])([CH3:27])[CH3:26])[C:10]([N:12]([C:14]2[CH:19]=[CH:18][C:17]([O:20][CH3:21])=[CH:16][CH:15]=2)[CH3:13])=[O:11])[CH:5]=[CH:6][CH:7]=1.[CH2:30]([Mg]Br)[CH2:31][CH:32]=[CH2:33]. Product: [CH2:33]([C:2]1[CH:3]=[C:4]([CH2:8][C@H:9]([NH:22][C:23](=[O:29])[O:24][C:25]([CH3:28])([CH3:26])[CH3:27])[C:10]([N:12]([C:14]2[CH:19]=[CH:18][C:17]([O:20][CH3:21])=[CH:16][CH:15]=2)[CH3:13])=[O:11])[CH:5]=[CH:6][CH:7]=1)[CH2:32][CH:31]=[CH2:30]. The catalyst class is: 450.